This data is from Full USPTO retrosynthesis dataset with 1.9M reactions from patents (1976-2016). The task is: Predict the reactants needed to synthesize the given product. (1) Given the product [Cl:1][C:2]1[N:7]=[C:6]([NH:8][CH3:9])[C:5]([NH2:10])=[C:4]([CH3:13])[CH:3]=1, predict the reactants needed to synthesize it. The reactants are: [Cl:1][C:2]1[N:7]=[C:6]([NH:8][CH3:9])[C:5]([N+:10]([O-])=O)=[C:4]([CH3:13])[CH:3]=1.[NH4+].[Cl-]. (2) Given the product [Cl:1][C:2]1[CH:3]=[CH:4][CH:5]=[C:6]2[C:10]=1[C:9](=[O:11])[N:8]([C:12]1[CH:34]=[CH:33][CH:32]=[C:14]([C:15]([N:17]3[CH2:18][CH2:19][C:20]4([CH2:25][CH2:24][N:23]([CH:26]([CH3:31])[CH3:42])[CH2:22][CH2:21]4)[CH2:37][CH2:36]3)=[O:16])[CH:13]=1)[CH2:7]2, predict the reactants needed to synthesize it. The reactants are: [Cl:1][C:2]1[CH:3]=[CH:4][CH:5]=[C:6]2[C:10]=1[C:9](=[O:11])[N:8]([C:12]1[CH:13]=[C:14]([CH:32]=[CH:33][CH:34]=1)[C:15]([NH:17][CH2:18][CH2:19][CH:20]1[CH2:25][CH2:24][N:23]([C:26]3[CH:31]=CN=CC=3)[CH2:22][CH2:21]1)=[O:16])[CH2:7]2.F[C:36](F)(F)[C:37](O)=O.[CH:42](N1CCC2(CCNCC2)CC1)(C)C.FC(F)(F)C(O)=O.C(N1CCC(C2CCNCC2)CC1)(C)C.C(OC(N1CCC2(CCNCC2)CC1)=O)(C)(C)C.ClC1C=CC=C2C=1C(=O)N(C1C=C(C=CC=1)C(O)=O)C2. (3) Given the product [Cl:1][C:2]1[CH:7]=[CH:6][C:5]([S:8][C:9]2[C:13]([C:14]3[CH:15]=[C:16]4[C:21](=[CH:22][CH:23]=3)[C:20](=[O:24])[NH:19][CH2:18][CH2:17]4)=[N:12][NH:11][CH:10]=2)=[CH:4][CH:3]=1, predict the reactants needed to synthesize it. The reactants are: [Cl:1][C:2]1[CH:7]=[CH:6][C:5]([S:8][C:9]2[CH:10]=[N:11][N:12](C3CCCCO3)[C:13]=2[C:14]2[CH:15]=[C:16]3[C:21](=[CH:22][CH:23]=2)[C:20](=[O:24])[NH:19][CH2:18][CH2:17]3)=[CH:4][CH:3]=1.Cl. (4) Given the product [Br:42][CH2:37][CH2:36][N:32]1[C:33]2[CH2:34][CH2:35][C:27]3[C:26]4[C:25](=[N:24][CH:23]=[N:22][C:21]=4[NH:20][C:7]4[CH:8]=[CH:9][C:10]([O:11][CH2:12][C:13]5[CH:18]=[CH:17][CH:16]=[C:15]([F:19])[CH:14]=5)=[C:5]([Cl:4])[CH:6]=4)[S:39][C:28]=3[C:29]=2[CH:30]=[N:31]1, predict the reactants needed to synthesize it. The reactants are: C(Cl)Cl.[Cl:4][C:5]1[CH:6]=[C:7]([NH:20][C:21]2[C:26]3[C:27]4[CH2:35][CH2:34][C:33]5[N:32]([CH2:36][CH2:37]O)[N:31]=[CH:30][C:29]=5[C:28]=4[S:39][C:25]=3[N:24]=[CH:23][N:22]=2)[CH:8]=[CH:9][C:10]=1[O:11][CH2:12][C:13]1[CH:18]=[CH:17][CH:16]=[C:15]([F:19])[CH:14]=1.S(Br)([Br:42])=O. (5) Given the product [CH3:21][C:22]1[CH:23]=[CH:24][C:25](=[O:28])[N:26]([C:2]2[CH:20]=[CH:19][C:5]3[N:6]=[C:7]([C@H:9]4[CH2:12][C@H:11]([N:13]5[CH2:17][CH2:16][CH2:15][C@@H:14]5[CH3:18])[CH2:10]4)[S:8][C:4]=3[CH:3]=2)[CH:27]=1, predict the reactants needed to synthesize it. The reactants are: Br[C:2]1[CH:20]=[CH:19][C:5]2[N:6]=[C:7]([C@H:9]3[CH2:12][C@H:11]([N:13]4[CH2:17][CH2:16][CH2:15][C@H:14]4[CH3:18])[CH2:10]3)[S:8][C:4]=2[CH:3]=1.[CH3:21][C:22]1[CH:23]=[CH:24][C:25](=[O:28])[NH:26][CH:27]=1.N1NC(=O)C=CC=1. (6) Given the product [CH3:1][C:2]1[O:6][C:5]([C:7]2[CH:8]=[CH:9][CH:10]=[CH:11][CH:12]=2)=[N:4][C:3]=1[CH2:13][O:14][C:15]1[CH:16]=[CH:17][C:18]([C:19]([OH:21])=[O:20])=[CH:23][CH:24]=1, predict the reactants needed to synthesize it. The reactants are: [CH3:1][C:2]1[O:6][C:5]([C:7]2[CH:12]=[CH:11][CH:10]=[CH:9][CH:8]=2)=[N:4][C:3]=1[CH2:13][O:14][C:15]1[CH:24]=[CH:23][C:18]([C:19]([O:21]C)=[O:20])=[CH:17][CH:16]=1.[OH-].[Na+].O1CCCC1.Cl. (7) The reactants are: C([O:3][C:4](=O)[N:5]([C:14]1[CH:19]=[C:18]([O:20][CH2:21][CH:22]2[CH2:27][CH2:26][O:25][CH2:24][CH2:23]2)[N:17]=[C:16]([NH2:28])[C:15]=1[NH2:29])[CH2:6][C:7]1[CH:8]=[N:9][C:10]([CH3:13])=[CH:11][CH:12]=1)C. Given the product [NH2:28][C:16]1[C:15]2[NH:29][C:4](=[O:3])[N:5]([CH2:6][C:7]3[CH:8]=[N:9][C:10]([CH3:13])=[CH:11][CH:12]=3)[C:14]=2[CH:19]=[C:18]([O:20][CH2:21][CH:22]2[CH2:23][CH2:24][O:25][CH2:26][CH2:27]2)[N:17]=1, predict the reactants needed to synthesize it.